From a dataset of TCR-epitope binding with 47,182 pairs between 192 epitopes and 23,139 TCRs. Binary Classification. Given a T-cell receptor sequence (or CDR3 region) and an epitope sequence, predict whether binding occurs between them. (1) The epitope is EPLPQGQLTAY. The TCR CDR3 sequence is CASNPSWAYSNQPQHF. Result: 0 (the TCR does not bind to the epitope). (2) The epitope is RQLLFVVEV. The TCR CDR3 sequence is CASSLFPGLVDTDTQYF. Result: 1 (the TCR binds to the epitope). (3) The epitope is MMISAGFSL. The TCR CDR3 sequence is CASSQWQVAAATDTQYF. Result: 0 (the TCR does not bind to the epitope). (4) The epitope is FLPRVFSAV. The TCR CDR3 sequence is CASSFYGGGGQYF. Result: 1 (the TCR binds to the epitope). (5) The TCR CDR3 sequence is CAISEEGGGNQPQHF. The epitope is YLNTLTLAV. Result: 1 (the TCR binds to the epitope). (6) The epitope is KLPDDFTGCV. The TCR CDR3 sequence is CASSLRELVLGPGELFF. Result: 1 (the TCR binds to the epitope). (7) The epitope is FLASKIGRLV. The TCR CDR3 sequence is CAISQNLGNEQFF. Result: 0 (the TCR does not bind to the epitope).